The task is: Predict the product of the given reaction.. This data is from Forward reaction prediction with 1.9M reactions from USPTO patents (1976-2016). Given the reactants [C:1]([OH:16])(=[O:15])[CH2:2][CH2:3][CH2:4][CH2:5][CH2:6][CH2:7][CH2:8][CH2:9][CH2:10][CH2:11][CH2:12][CH2:13][CH3:14].Cl.C(N=C=NCCCN(C)C)C.[CH3:29][C:30]([CH3:65])([CH3:64])/[CH:31]=[CH:32]/[C@H:33]1[O:38][C:37]([CH3:40])([CH3:39])[O:36][C@@H:35]([CH:41]([O:61][CH3:62])[C:42]([NH:44][C@H:45]2[CH2:51][CH2:50][C@@H:49](O)[CH2:48][N:47]([CH2:53][C:54]3[CH:55]=[N:56][CH:57]=[CH:58][CH:59]=3)[C:46]2=[O:60])=[O:43])[C@@H:34]1[OH:63], predict the reaction product. The product is: [CH3:29][C:30]([CH3:65])([CH3:64])/[CH:31]=[CH:32]/[C@H:33]1[O:38][C:37]([CH3:39])([CH3:40])[O:36][C@@H:35]([C@@H:41]([O:61][CH3:62])[C:42]([NH:44][C@@H:45]2[C:46](=[O:60])[N:47]([CH2:53][C:54]3[CH:55]=[N:56][CH:57]=[CH:58][CH:59]=3)[CH2:48][C@H:49]([O:15][C:1](=[O:16])[CH2:2][CH2:3][CH2:4][CH2:5][CH2:6][CH2:7][CH2:8][CH2:9][CH2:10][CH2:11][CH2:12][CH2:13][CH3:14])[CH2:50][CH2:51]2)=[O:43])[C@@H:34]1[OH:63].